Dataset: Full USPTO retrosynthesis dataset with 1.9M reactions from patents (1976-2016). Task: Predict the reactants needed to synthesize the given product. (1) Given the product [C:1]([C:5]1[CH:9]=[C:8]([NH:10][C:11]([NH:43][C:42]2[CH:41]=[CH:40][C:39]([O:38][C:35]3[CH:36]=[CH:37][N:32]=[CH:33][CH:34]=3)=[CH:45][CH:44]=2)=[O:12])[N:7]([C:20]2[CH:21]=[CH:22][C:23]([CH2:26][C:27]([O:29][CH2:30][CH3:31])=[O:28])=[CH:24][CH:25]=2)[N:6]=1)([CH3:3])([CH3:4])[CH3:2], predict the reactants needed to synthesize it. The reactants are: [C:1]([C:5]1[CH:9]=[C:8]([NH:10][C:11](OC2C=CC=CC=2)=[O:12])[N:7]([C:20]2[CH:25]=[CH:24][C:23]([CH2:26][C:27]([O:29][CH2:30][CH3:31])=[O:28])=[CH:22][CH:21]=2)[N:6]=1)([CH3:4])([CH3:3])[CH3:2].[N:32]1[CH:37]=[CH:36][C:35]([O:38][C:39]2[CH:45]=[CH:44][C:42]([NH2:43])=[CH:41][CH:40]=2)=[CH:34][CH:33]=1. (2) Given the product [C:19]([C:13]1[C:14](=[O:18])[NH:15][C:16]([CH3:17])=[C:11]([C:8]2[CH:9]=[CH:10][C:5]([O:4][CH2:3][C:2]([OH:23])=[O:1])=[CH:6][CH:7]=2)[CH:12]=1)#[N:20], predict the reactants needed to synthesize it. The reactants are: [OH:1][CH2:2][CH2:3][O:4][C:5]1[CH:10]=[CH:9][C:8]([C:11]2[CH:12]=[C:13]([C:19]#[N:20])[C:14](=[O:18])[NH:15][C:16]=2[CH3:17])=[CH:7][CH:6]=1.[Na].I([O-])(=O)(=O)=[O:23].[Na+]. (3) Given the product [N:3]1[CH:4]=[C:5](/[CH:12]=[CH:13]/[C:14]([OH:16])=[O:15])[N:6]2[CH:11]=[CH:10][CH:9]=[CH:8][C:7]=12, predict the reactants needed to synthesize it. The reactants are: [OH-].[K+].[N:3]1[CH:4]=[C:5](/[CH:12]=[CH:13]/[C:14]([O:16]CC)=[O:15])[N:6]2[CH:11]=[CH:10][CH:9]=[CH:8][C:7]=12. (4) Given the product [CH:19]1([C:17]([NH:16][C:14]2[N:15]=[C:10]3[CH:9]=[CH:8][C:7]([O:6][C:5]4[CH:22]=[CH:23][C:2]([NH:1][C:38]([C:34]5[C:33](=[O:41])[N:32]([C:29]6[CH:28]=[CH:27][C:26]([F:25])=[CH:31][CH:30]=6)[CH:37]=[CH:36][CH:35]=5)=[O:39])=[CH:3][C:4]=4[F:24])=[CH:12][N:11]3[CH:13]=2)=[O:18])[CH2:21][CH2:20]1, predict the reactants needed to synthesize it. The reactants are: [NH2:1][C:2]1[CH:23]=[CH:22][C:5]([O:6][C:7]2[CH:8]=[CH:9][C:10]3[N:11]([CH:13]=[C:14]([NH:16][C:17]([CH:19]4[CH2:21][CH2:20]4)=[O:18])[N:15]=3)[CH:12]=2)=[C:4]([F:24])[CH:3]=1.[F:25][C:26]1[CH:31]=[CH:30][C:29]([N:32]2[CH:37]=[CH:36][CH:35]=[C:34]([C:38](O)=[O:39])[C:33]2=[O:41])=[CH:28][CH:27]=1.CN(C(ON1N=NC2C=CC=NC1=2)=[N+](C)C)C.F[P-](F)(F)(F)(F)F.C(N(CC)C(C)C)(C)C.C(=O)([O-])O.[Na+]. (5) Given the product [CH3:1][N:2]1[C:10]2[C:5](=[CH:6][CH:7]=[CH:8][CH:9]=2)[C:4]([C:11]2[C:12](=[O:24])[NH:13][C:14](=[O:23])[C:15]=2[C:16]2[CH:21]=[CH:20][CH:19]=[C:18]([NH:22][CH2:30][C:26]3[NH:25][CH:29]=[CH:28][N:27]=3)[CH:17]=2)=[CH:3]1, predict the reactants needed to synthesize it. The reactants are: [CH3:1][N:2]1[C:10]2[C:5](=[CH:6][CH:7]=[CH:8][CH:9]=2)[C:4]([C:11]2[C:12](=[O:24])[NH:13][C:14](=[O:23])[C:15]=2[C:16]2[CH:21]=[CH:20][CH:19]=[C:18]([NH2:22])[CH:17]=2)=[CH:3]1.[NH:25]1[CH:29]=[CH:28][N:27]=[C:26]1[CH:30]=O.[BH3-]C#N.[Na+]. (6) Given the product [C:1]([C:3]1[CH:8]=[CH:7][C:6]([N:9]([CH2:14][CH2:15][CH3:16])[CH2:10][C:11]([NH:29][C@@H:27]([C:21]2[CH:26]=[CH:25][CH:24]=[CH:23][CH:22]=2)[CH3:28])=[O:13])=[CH:5][C:4]=1[C:17]([F:20])([F:19])[F:18])#[N:2], predict the reactants needed to synthesize it. The reactants are: [C:1]([C:3]1[CH:8]=[CH:7][C:6]([N:9]([CH2:14][CH2:15][CH3:16])[CH2:10][C:11]([OH:13])=O)=[CH:5][C:4]=1[C:17]([F:20])([F:19])[F:18])#[N:2].[C:21]1([C@H:27]([NH2:29])[CH3:28])[CH:26]=[CH:25][CH:24]=[CH:23][CH:22]=1. (7) Given the product [F:28][C:26]1[CH:25]=[CH:24][C:23]([S:29]([CH3:32])(=[O:31])=[O:30])=[C:22]([C:20]2[N:19]=[C:18]([N:33]3[CH2:38][CH2:37][O:36][CH2:35][C@@H:34]3[CH3:39])[N:17]=[C:16]([C:13]3[CH:12]=[CH:11][C:10]([NH:9][C:8]([NH:41][C@H:42]([CH3:45])[CH2:43][OH:44])=[O:40])=[CH:15][CH:14]=3)[CH:21]=2)[CH:27]=1, predict the reactants needed to synthesize it. The reactants are: C1(O[C:8](=[O:40])[NH:9][C:10]2[CH:15]=[CH:14][C:13]([C:16]3[CH:21]=[C:20]([C:22]4[CH:27]=[C:26]([F:28])[CH:25]=[CH:24][C:23]=4[S:29]([CH3:32])(=[O:31])=[O:30])[N:19]=[C:18]([N:33]4[CH2:38][CH2:37][O:36][CH2:35][C@@H:34]4[CH3:39])[N:17]=3)=[CH:12][CH:11]=2)C=CC=CC=1.[NH2:41][C@H:42]([CH3:45])[CH2:43][OH:44].